Dataset: Retrosynthesis with 50K atom-mapped reactions and 10 reaction types from USPTO. Task: Predict the reactants needed to synthesize the given product. (1) Given the product CCN(CC)C(=O)Cn1ccc(NC(=O)[C@H](CC2CCCC2)c2ccc(S(C)(=O)=O)c(Cl)c2)n1, predict the reactants needed to synthesize it. The reactants are: CCNCC.CS(=O)(=O)c1ccc([C@@H](CC2CCCC2)C(=O)Nc2ccn(CC(=O)O)n2)cc1Cl. (2) Given the product CCOC(=O)N[C@H](C(=O)N1CCC[C@H]1C(=O)NCc1ccc2c(N)nccc2c1)C(C)(C)SCC(=O)O, predict the reactants needed to synthesize it. The reactants are: CCOC(=O)N[C@H](C(=O)N1CCC[C@H]1C(=O)NCc1ccc2c(N)nccc2c1)C(C)(C)SCC(=O)OC(C)(C)C. (3) Given the product Cc1ccc(N)cc1Nc1cc(Nc2ccc(F)c(Cl)c2)ncn1, predict the reactants needed to synthesize it. The reactants are: Cc1ccc([N+](=O)[O-])cc1Nc1cc(Nc2ccc(F)c(Cl)c2)ncn1. (4) Given the product CC(=O)N1CCc2c(cccc2NS(C)(=O)=O)C1, predict the reactants needed to synthesize it. The reactants are: CC(=O)OC(C)=O.CS(=O)(=O)Nc1cccc2c1CCNC2. (5) Given the product O=C(Cn1nc(-c2ccc(F)cc2)nc1-c1ccc(F)cc1)N1CCN(c2cc(OCCO)ncn2)CC1, predict the reactants needed to synthesize it. The reactants are: O=C(Cn1nc(-c2ccc(F)cc2)nc1-c1ccc(F)cc1)N1CCN(c2cc(Cl)ncn2)CC1.OCCO. (6) Given the product C[Si](C)(C)C1CCc2nc3sc(C(N)=O)cc3cc2C1, predict the reactants needed to synthesize it. The reactants are: CCOC(=O)c1cc2cc3c(nc2s1)CCC([Si](C)(C)C)C3.N. (7) The reactants are: O=Cc1ccc(Cl)nc1.c1ccc([C@H]2CNCCO2)cc1. Given the product Clc1ccc(CN2CCO[C@@H](c3ccccc3)C2)cn1, predict the reactants needed to synthesize it.